Task: Predict the reactants needed to synthesize the given product.. Dataset: Full USPTO retrosynthesis dataset with 1.9M reactions from patents (1976-2016) Given the product [CH3:32][O:33][C:34](=[O:45])[CH2:35][O:36][C:37]1[CH:42]=[CH:41][C:40]([CH2:43][O:25][C:20]2[C:19]([C:9]3[N:8]([CH2:7][CH:1]4[CH2:2][CH2:3][CH2:4][CH2:5][CH2:6]4)[C:12]4[CH:13]=[C:14]([F:18])[C:15]([F:17])=[CH:16][C:11]=4[N:10]=3)=[CH:24][CH:23]=[CH:22][N:21]=2)=[CH:39][CH:38]=1, predict the reactants needed to synthesize it. The reactants are: [CH:1]1([CH2:7][N:8]2[C:12]3[CH:13]=[C:14]([F:18])[C:15]([F:17])=[CH:16][C:11]=3[N:10]=[C:9]2[C:19]2[C:20]([OH:25])=[N:21][CH:22]=[CH:23][CH:24]=2)[CH2:6][CH2:5][CH2:4][CH2:3][CH2:2]1.C(=O)([O-])[O-].[Cs+].[Cs+].[CH3:32][O:33][C:34](=[O:45])[CH2:35][O:36][C:37]1[CH:42]=[CH:41][C:40]([CH2:43]Br)=[CH:39][CH:38]=1.